Dataset: Forward reaction prediction with 1.9M reactions from USPTO patents (1976-2016). Task: Predict the product of the given reaction. (1) Given the reactants [CH3:1][C:2]1[CH:9]=[CH:8][C:7]([CH3:10])=[CH:6][C:3]=1[CH2:4]Cl.[C:11]([OH:16])(CC)(C)C.[C]=[O:18].[OH-].[Na+].Cl, predict the reaction product. The product is: [CH3:1][C:2]1[CH:9]=[CH:8][C:7]([CH3:10])=[CH:6][C:3]=1[CH2:4][C:11]([OH:16])=[O:18]. (2) Given the reactants [C:1]1([S:7]([N:10]2[C:14]3[N:15]=[CH:16][N:17]=[C:18]([Cl:19])[C:13]=3[C:12](I)=[CH:11]2)(=[O:9])=[O:8])[CH:6]=[CH:5][CH:4]=[CH:3][CH:2]=1.[CH3:21][C:22]1[CH:27]=[CH:26][C:25](B(O)O)=[CH:24][CH:23]=1.C([O-])(O)=O.[Na+].CCO, predict the reaction product. The product is: [C:1]1([S:7]([N:10]2[C:14]3[N:15]=[CH:16][N:17]=[C:18]([Cl:19])[C:13]=3[C:12]([C:25]3[CH:26]=[CH:27][C:22]([CH3:21])=[CH:23][CH:24]=3)=[CH:11]2)(=[O:9])=[O:8])[CH:6]=[CH:5][CH:4]=[CH:3][CH:2]=1.